Dataset: Full USPTO retrosynthesis dataset with 1.9M reactions from patents (1976-2016). Task: Predict the reactants needed to synthesize the given product. (1) Given the product [CH3:1][O:2][C:3]1[CH:4]=[CH:5][C:6]([CH2:7][N:8]2[C:12]3=[N:13][CH:14]=[CH:15][C:16]([O:17][C:18]4[CH:23]=[CH:22][C:21]([NH2:24])=[CH:20][C:19]=4[F:25])=[C:11]3[C:10]([CH2:26][CH2:27][OH:39])=[N:9]2)=[CH:28][CH:29]=1, predict the reactants needed to synthesize it. The reactants are: [CH3:1][O:2][C:3]1[CH:29]=[CH:28][C:6]([CH2:7][N:8]2[C:12]3=[N:13][CH:14]=[CH:15][C:16]([O:17][C:18]4[CH:23]=[CH:22][C:21]([NH2:24])=[CH:20][C:19]=4[F:25])=[C:11]3[C:10]([CH:26]=[CH2:27])=[N:9]2)=[CH:5][CH:4]=1.B1C2CCCC1CCC2.[OH-:39].[Na+].OO. (2) Given the product [C:5]([O:8][CH2:9][C:10]([CH3:40])([CH3:39])[CH2:11][N:12]1[C:18]2[CH:19]=[CH:20][C:21]([Cl:23])=[CH:22][C:17]=2[C@@H:16]([C:24]2[CH:29]=[CH:28][CH:27]=[C:26]([O:30][CH3:31])[C:25]=2[O:32][CH3:33])[O:15][C@H:14]([CH2:34][C:35]([NH:42][C:43]2[CH:44]=[C:45]([CH2:49][CH2:50][C:51]([O:53][CH2:54][CH3:55])=[O:52])[CH:46]=[CH:47][CH:48]=2)=[O:37])[C:13]1=[O:38])(=[O:7])[CH3:6], predict the reactants needed to synthesize it. The reactants are: S(Cl)(Cl)=O.[C:5]([O:8][CH2:9][C:10]([CH3:40])([CH3:39])[CH2:11][N:12]1[C:18]2[CH:19]=[CH:20][C:21]([Cl:23])=[CH:22][C:17]=2[C@@H:16]([C:24]2[CH:29]=[CH:28][CH:27]=[C:26]([O:30][CH3:31])[C:25]=2[O:32][CH3:33])[O:15][C@H:14]([CH2:34][C:35]([OH:37])=O)[C:13]1=[O:38])(=[O:7])[CH3:6].Cl.[NH2:42][C:43]1[CH:44]=[C:45]([CH2:49][CH2:50][C:51]([O:53][CH2:54][CH3:55])=[O:52])[CH:46]=[CH:47][CH:48]=1.C(N(CC)CC)C. (3) Given the product [CH3:14][C:10]([CH3:15])([CH2:11][CH:12]=[CH2:13])[CH2:9][CH:8]=[O:7], predict the reactants needed to synthesize it. The reactants are: S(=O)(=O)(O)O.C[O:7][CH:8]=[CH:9][C:10]([CH3:15])([CH3:14])[CH2:11][CH:12]=[CH2:13].C(=O)(O)[O-].[Na+]. (4) Given the product [Si:5]([O:8][CH2:9][C:10]1[CH:15]=[CH:14][C:13]([NH2:16])=[CH:12][C:11]=1[O:19][CH3:20])([C:1]([CH3:4])([CH3:3])[CH3:2])([CH3:6])[CH3:7], predict the reactants needed to synthesize it. The reactants are: [C:1]([Si:5]([O:8][CH2:9][C:10]1[CH:15]=[CH:14][C:13]([N+:16]([O-])=O)=[CH:12][C:11]=1[O:19][CH3:20])([CH3:7])[CH3:6])([CH3:4])([CH3:3])[CH3:2].C([O-])=O.[NH4+]. (5) Given the product [C:8]1([C@@H:14]2[NH:23][C:22]3[CH:24]=[CH:25][CH:26]=[CH:27][C:21]=3[C@H:20]3[C@@H:15]2[CH2:16][CH2:17][CH2:18][N:19]3[C:51]([C@H:46]2[CH2:47][CH2:48][CH2:49][CH2:50][C@H:45]2[NH:44][C:42](=[O:43])[O:41][C:37]([CH3:39])([CH3:38])[CH3:40])=[O:52])[CH:13]=[CH:12][CH:11]=[CH:10][CH:9]=1, predict the reactants needed to synthesize it. The reactants are: C(O)(C(F)(F)F)=O.[C:8]1([C@@H:14]2[NH:23][C:22]3[CH:24]=[CH:25][CH:26]=[CH:27][C:21]=3[C@H:20]3[C@@H:15]2[CH2:16][CH2:17][CH2:18][N:19]3C(OC(C)(C)C)=O)[CH:13]=[CH:12][CH:11]=[CH:10][CH:9]=1.[OH-].[Na+].[C:37]([O:41][C:42]([NH:44][C@@H:45]1[CH2:50][CH2:49][CH2:48][CH2:47][C@@H:46]1[C:51](O)=[O:52])=[O:43])([CH3:40])([CH3:39])[CH3:38].C(N(CC)CC)C.CCOC(OC(OCC)=O)=O. (6) Given the product [C:11](=[O:12])([O:10][CH2:9][C:8]1[C:3]([NH:2][CH3:1])=[N:4][CH:5]=[CH:6][CH:7]=1)[O:13][C:14]([CH3:17])([CH3:16])[CH3:15], predict the reactants needed to synthesize it. The reactants are: [CH3:1][NH:2][C:3]1[C:8]([CH2:9][OH:10])=[CH:7][CH:6]=[CH:5][N:4]=1.[C:11](O[C:11]([O:13][C:14]([CH3:17])([CH3:16])[CH3:15])=[O:12])([O:13][C:14]([CH3:17])([CH3:16])[CH3:15])=[O:12].O. (7) Given the product [F:21][C:5]1[CH:6]=[C:7]([C:8]2[O:12][N:11]=[C:10]([CH2:13][C:14]3[CH:19]=[CH:18][C:17]([O:20][CH2:30][C:31]4[CH:36]=[CH:35][C:34]([F:37])=[CH:33][N:32]=4)=[CH:16][CH:15]=3)[CH:9]=2)[C:2]([NH2:1])=[N:3][CH:4]=1, predict the reactants needed to synthesize it. The reactants are: [NH2:1][C:2]1[C:7]([C:8]2[O:12][N:11]=[C:10]([CH2:13][C:14]3[CH:19]=[CH:18][C:17]([OH:20])=[CH:16][CH:15]=3)[CH:9]=2)=[CH:6][C:5]([F:21])=[CH:4][N:3]=1.O1CCCC1.[OH-].[Na+].Cl[CH2:30][C:31]1[CH:36]=[CH:35][C:34]([F:37])=[CH:33][N:32]=1.